This data is from Peptide-MHC class I binding affinity with 185,985 pairs from IEDB/IMGT. The task is: Regression. Given a peptide amino acid sequence and an MHC pseudo amino acid sequence, predict their binding affinity value. This is MHC class I binding data. (1) The peptide sequence is VHGMNFTKL. The MHC is HLA-B39:01 with pseudo-sequence HLA-B39:01. The binding affinity (normalized) is 0.213. (2) The peptide sequence is YQTYVSPGA. The MHC is HLA-B18:01 with pseudo-sequence HLA-B18:01. The binding affinity (normalized) is 0.0847. (3) The peptide sequence is ALIFILLTAV. The MHC is HLA-A02:17 with pseudo-sequence HLA-A02:17. The binding affinity (normalized) is 0.0219. (4) The binding affinity (normalized) is 0. The MHC is HLA-B44:02 with pseudo-sequence HLA-B44:02. The peptide sequence is VIYQYMDDL. (5) The peptide sequence is DWSGYSGSF. The MHC is HLA-A02:03 with pseudo-sequence HLA-A02:03. The binding affinity (normalized) is 0.0847. (6) The peptide sequence is RRFKYLLNV. The MHC is HLA-B45:06 with pseudo-sequence HLA-B45:06. The binding affinity (normalized) is 0.213. (7) The peptide sequence is VRSSPASFEKK. The MHC is H-2-Db with pseudo-sequence H-2-Db. The binding affinity (normalized) is 0. (8) The peptide sequence is GHQAAMQML. The MHC is HLA-B53:01 with pseudo-sequence HLA-B53:01. The binding affinity (normalized) is 0.109.